This data is from Forward reaction prediction with 1.9M reactions from USPTO patents (1976-2016). The task is: Predict the product of the given reaction. (1) Given the reactants [CH3:1][O:2][C:3]1[C:4]([N+:19]([O-])=O)=[C:5]2[C:10](=[CH:11][CH:12]=1)[C:9](=[O:13])[N:8]([C@H:14]([CH3:18])[C:15]([NH2:17])=[O:16])[CH:7]=[CH:6]2.CO, predict the reaction product. The product is: [NH2:19][C:4]1[C:3]([O:2][CH3:1])=[CH:12][CH:11]=[C:10]2[C:5]=1[CH:6]=[CH:7][N:8]([C@H:14]([CH3:18])[C:15]([NH2:17])=[O:16])[C:9]2=[O:13]. (2) Given the reactants FC1C=CC=C(F)C=1S(NC1C=CC=CC=1C(N)=O)(=O)=O.[F:22][C:23]1[CH:28]=[CH:27][CH:26]=[C:25]([F:29])[C:24]=1[S:30]([NH:33][C:34]1[CH:42]=[C:41]([Cl:43])[CH:40]=[CH:39][C:35]=1[C:36]([OH:38])=O)(=[O:32])=[O:31].Cl.[Cl:45][C:46]1[CH:51]=[C:50]([Cl:52])[CH:49]=[CH:48][C:47]=1[CH:53]([CH3:56])[CH2:54][NH2:55].ClC1C=C(Cl)C=CC=1CC#N, predict the reaction product. The product is: [Cl:43][C:41]1[CH:40]=[CH:39][C:35]([C:36]([NH:55][CH2:54][CH:53]([C:47]2[CH:48]=[CH:49][C:50]([Cl:52])=[CH:51][C:46]=2[Cl:45])[CH3:56])=[O:38])=[C:34]([NH:33][S:30]([C:24]2[C:25]([F:29])=[CH:26][CH:27]=[CH:28][C:23]=2[F:22])(=[O:31])=[O:32])[CH:42]=1. (3) Given the reactants [CH3:1][C:2]1[C:38]([CH3:39])=[CH:37][CH:36]=[CH:35][C:3]=1[O:4][CH2:5][CH2:6][CH2:7][C:8]([N:10]1[C:19]2[C:14](=[C:15]([C:20]3[CH:21]=[C:22]([CH:32]=[CH:33][CH:34]=3)[CH2:23][NH:24]C(=O)OC(C)(C)C)[CH:16]=[CH:17][CH:18]=2)[CH2:13][CH2:12][CH2:11]1)=[O:9].C(O)(C(F)(F)F)=O, predict the reaction product. The product is: [NH2:24][CH2:23][C:22]1[CH:21]=[C:20]([C:15]2[CH:16]=[CH:17][CH:18]=[C:19]3[C:14]=2[CH2:13][CH2:12][CH2:11][N:10]3[C:8](=[O:9])[CH2:7][CH2:6][CH2:5][O:4][C:3]2[CH:35]=[CH:36][CH:37]=[C:38]([CH3:39])[C:2]=2[CH3:1])[CH:34]=[CH:33][CH:32]=1.